This data is from NCI-60 drug combinations with 297,098 pairs across 59 cell lines. The task is: Regression. Given two drug SMILES strings and cell line genomic features, predict the synergy score measuring deviation from expected non-interaction effect. (1) Drug 1: CC(C1=C(C=CC(=C1Cl)F)Cl)OC2=C(N=CC(=C2)C3=CN(N=C3)C4CCNCC4)N. Drug 2: C(=O)(N)NO. Cell line: SN12C. Synergy scores: CSS=6.71, Synergy_ZIP=2.74, Synergy_Bliss=-0.711, Synergy_Loewe=-3.91, Synergy_HSA=0.556. (2) Drug 1: CC1OCC2C(O1)C(C(C(O2)OC3C4COC(=O)C4C(C5=CC6=C(C=C35)OCO6)C7=CC(=C(C(=C7)OC)O)OC)O)O. Drug 2: C1=NC2=C(N1)C(=S)N=C(N2)N. Cell line: SNB-19. Synergy scores: CSS=42.9, Synergy_ZIP=-2.78, Synergy_Bliss=-4.01, Synergy_Loewe=-21.5, Synergy_HSA=-2.48. (3) Drug 1: CNC(=O)C1=NC=CC(=C1)OC2=CC=C(C=C2)NC(=O)NC3=CC(=C(C=C3)Cl)C(F)(F)F. Drug 2: C1=NNC2=C1C(=O)NC=N2. Cell line: HOP-62. Synergy scores: CSS=-0.670, Synergy_ZIP=0.734, Synergy_Bliss=-3.15, Synergy_Loewe=-3.11, Synergy_HSA=-6.78. (4) Drug 1: C1=CC(=CC=C1C#N)C(C2=CC=C(C=C2)C#N)N3C=NC=N3. Drug 2: CC(C)(C#N)C1=CC(=CC(=C1)CN2C=NC=N2)C(C)(C)C#N. Cell line: OVCAR-4. Synergy scores: CSS=-5.12, Synergy_ZIP=1.65, Synergy_Bliss=-2.38, Synergy_Loewe=-6.20, Synergy_HSA=-5.73. (5) Drug 2: COC1=CC(=CC(=C1O)OC)C2C3C(COC3=O)C(C4=CC5=C(C=C24)OCO5)OC6C(C(C7C(O6)COC(O7)C8=CC=CS8)O)O. Drug 1: C1=CC(=C2C(=C1NCCNCCO)C(=O)C3=C(C=CC(=C3C2=O)O)O)NCCNCCO. Synergy scores: CSS=39.2, Synergy_ZIP=-6.63, Synergy_Bliss=-7.23, Synergy_Loewe=-0.863, Synergy_HSA=1.10. Cell line: A498.